Dataset: Full USPTO retrosynthesis dataset with 1.9M reactions from patents (1976-2016). Task: Predict the reactants needed to synthesize the given product. Given the product [C:28]([NH:25][C:26]([NH:1][CH2:2][C:3]1[C:12]2[C:7](=[CH:8][CH:9]=[CH:10][CH:11]=2)[C:6](=[O:13])[N:5]([NH:14][C:15](=[O:24])[CH2:16][C:17]2[CH:18]=[CH:19][C:20]([Cl:23])=[CH:21][CH:22]=2)[N:4]=1)=[O:27])([CH3:31])([CH3:30])[CH3:29], predict the reactants needed to synthesize it. The reactants are: [NH2:1][CH2:2][C:3]1[C:12]2[C:7](=[CH:8][CH:9]=[CH:10][CH:11]=2)[C:6](=[O:13])[N:5]([NH:14][C:15](=[O:24])[CH2:16][C:17]2[CH:22]=[CH:21][C:20]([Cl:23])=[CH:19][CH:18]=2)[N:4]=1.[N:25]([C:28]([CH3:31])([CH3:30])[CH3:29])=[C:26]=[O:27].